From a dataset of Forward reaction prediction with 1.9M reactions from USPTO patents (1976-2016). Predict the product of the given reaction. (1) Given the reactants C(OC(=O)[N:7]([C:19]1[CH:24]=[CH:23][C:22]([CH:25]([C:27]2[C:35]3[C:34]([CH:36]4[CH2:40][CH2:39][CH2:38][CH2:37]4)=[N:33][CH:32]=[N:31][C:30]=3[N:29]([S:41]([C:44]3[CH:49]=[CH:48][CH:47]=[CH:46][CH:45]=3)(=[O:43])=[O:42])[CH:28]=2)O)=[CH:21][N:20]=1)[CH2:8][C:9]1[CH:10]=[N:11][C:12]([C:15]([F:18])([F:17])[F:16])=[CH:13][CH:14]=1)(C)(C)C.FC(F)(F)C(O)=O.C([SiH](CC)CC)C.C(#N)C, predict the reaction product. The product is: [C:44]1([S:41]([N:29]2[C:30]3[N:31]=[CH:32][N:33]=[C:34]([CH:36]4[CH2:40][CH2:39][CH2:38][CH2:37]4)[C:35]=3[C:27]([CH2:25][C:22]3[CH:23]=[CH:24][C:19]([NH:7][CH2:8][C:9]4[CH:10]=[N:11][C:12]([C:15]([F:16])([F:17])[F:18])=[CH:13][CH:14]=4)=[N:20][CH:21]=3)=[CH:28]2)(=[O:42])=[O:43])[CH:49]=[CH:48][CH:47]=[CH:46][CH:45]=1. (2) Given the reactants [CH2:1]([NH:8][CH2:9][CH:10]([C:22]1[CH:27]=[CH:26][C:25]([Cl:28])=[C:24]([Cl:29])[CH:23]=1)[CH:11]([OH:21])[CH2:12][O:13][Si:14]([C:17]([CH3:20])([CH3:19])[CH3:18])([CH3:16])[CH3:15])[C:2]1[CH:7]=[CH:6][CH:5]=[CH:4][CH:3]=1.C(N(CC)CC)C.[Cl:37][CH2:38][C:39](Cl)=[O:40].O, predict the reaction product. The product is: [CH2:1]([N:8]([CH2:9][CH:10]([C:22]1[CH:27]=[CH:26][C:25]([Cl:28])=[C:24]([Cl:29])[CH:23]=1)[CH:11]([OH:21])[CH2:12][O:13][Si:14]([C:17]([CH3:19])([CH3:20])[CH3:18])([CH3:16])[CH3:15])[C:39](=[O:40])[CH2:38][Cl:37])[C:2]1[CH:3]=[CH:4][CH:5]=[CH:6][CH:7]=1. (3) Given the reactants [CH:1]1([C:4]2[CH:13]=[CH:12][C:7]([C:8]([O:10][CH3:11])=[O:9])=[C:6]([CH3:14])[CH:5]=2)[CH2:3][CH2:2]1.[I:15]I.S(=O)(=O)(O)O.O, predict the reaction product. The product is: [CH:1]1([C:4]2[C:13]([I:15])=[CH:12][C:7]([C:8]([O:10][CH3:11])=[O:9])=[C:6]([CH3:14])[CH:5]=2)[CH2:2][CH2:3]1. (4) Given the reactants [N:1]1[CH:6]=[CH:5][CH:4]=[C:3](NC)[CH:2]=1.ClC(Cl)(Cl)[C:11]([C:13]1[N:22]2[C:16]([CH2:17][N:18]([C:27]([C:29]3[CH:34]=[CH:33][C:32]([C:35]4[CH:40]=[CH:39][CH:38]=[CH:37][C:36]=4[O:41][CH3:42])=[CH:31][CH:30]=3)=[O:28])[C:19]3[CH:26]=[CH:25][CH:24]=[CH:23][C:20]=3[CH2:21]2)=[CH:15][CH:14]=1)=[O:12].[CH2:45]([N:47](CC)CC)C.CS(C)=O, predict the reaction product. The product is: [CH3:42][O:41][C:36]1[CH:37]=[CH:38][CH:39]=[CH:40][C:35]=1[C:32]1[CH:31]=[CH:30][C:29]([C:27]([N:18]2[C:19]3[CH:26]=[CH:25][CH:24]=[CH:23][C:20]=3[CH2:21][N:22]3[C:13]([C:11]([NH:47][CH2:45][C:3]4[CH:2]=[N:1][CH:6]=[CH:5][CH:4]=4)=[O:12])=[CH:14][CH:15]=[C:16]3[CH2:17]2)=[O:28])=[CH:34][CH:33]=1. (5) The product is: [CH2:1]([O:3][C:4]1[CH:5]=[C:6]([CH:11]=[CH:12][C:13]=1[O:14][CH3:15])[C:7]([OH:9])=[O:8])[CH3:2]. Given the reactants [CH2:1]([O:3][C:4]1[CH:5]=[C:6]([CH:11]=[CH:12][C:13]=1[O:14][CH3:15])[C:7]([O:9]C)=[O:8])[CH3:2].[OH-].[Na+].Cl, predict the reaction product. (6) Given the reactants [C:1]([O:5][C:6]([CH:8]1[CH2:12][CH2:11][CH:10]([OH:13])[CH2:9]1)=[O:7])([CH3:4])([CH3:3])[CH3:2].[CH3:14][S:15](Cl)(=[O:17])=[O:16].C(N(CC)CC)C, predict the reaction product. The product is: [C:1]([O:5][C:6]([CH:8]1[CH2:12][CH2:11][CH:10]([O:13][S:15]([CH3:14])(=[O:17])=[O:16])[CH2:9]1)=[O:7])([CH3:4])([CH3:2])[CH3:3]. (7) Given the reactants C[C:2]1[CH:3]=[CH:4][C:5]([N:11]2[N:15]=[CH:14][CH:13]=[N:12]2)=[C:6]([CH:10]=1)[C:7]([OH:9])=[O:8].[F:16]C1C=CC=C(I)C=1C(O)=O.N1C=CN=N1, predict the reaction product. The product is: [F:16][C:10]1[CH:2]=[CH:3][CH:4]=[C:5]([N:11]2[N:15]=[CH:14][CH:13]=[N:12]2)[C:6]=1[C:7]([OH:9])=[O:8].